Dataset: Full USPTO retrosynthesis dataset with 1.9M reactions from patents (1976-2016). Task: Predict the reactants needed to synthesize the given product. (1) Given the product [F:25][C:26]1[CH:27]=[C:28]([CH:31]=[C:32]([F:38])[C:33]=1[S:34]([CH3:37])(=[O:36])=[O:35])[CH2:29][NH:1][C:2]1[CH:3]=[CH:4][C:5]([C:8]2[C:9]([NH2:24])=[N:10][C:11]([NH2:23])=[N:12][C:13]=2[CH2:14][CH3:40])=[CH:6][CH:7]=1, predict the reactants needed to synthesize it. The reactants are: [NH2:1][C:2]1[CH:7]=[CH:6][C:5]([C:8]2[C:9]([NH2:24])=[N:10][C:11]([NH2:23])=[N:12][C:13]=2[CH2:14]OCC2C=CC=CC=2)=[CH:4][CH:3]=1.[F:25][C:26]1[CH:27]=[C:28]([CH:31]=[C:32]([F:38])[C:33]=1[S:34]([CH3:37])(=[O:36])=[O:35])[CH:29]=O.F[C:40]1C=C(C=CC=1S(C)(=O)=O)C=O. (2) Given the product [CH3:6][C:7]([CH2:18][CH2:19][CH:20]=[C:21]([CH3:23])[CH3:22])=[CH:8][CH2:9][C:10]1[CH:15]=[CH:14][C:13]([CH2:16][I:32])=[CH:12][CH:11]=1, predict the reactants needed to synthesize it. The reactants are: CS(Cl)(=O)=O.[CH3:6][C:7]([CH2:18][CH2:19][CH:20]=[C:21]([CH3:23])[CH3:22])=[CH:8][CH2:9][C:10]1[CH:15]=[CH:14][C:13]([CH2:16]O)=[CH:12][CH:11]=1.CCN(CC)CC.[Na+].[I-:32]. (3) Given the product [CH3:20][NH:21][C:14]([CH:11]1[CH2:12][CH2:13][N:8]([C:5]2[CH:6]=[CH:7][C:2]([Br:1])=[CH:3][CH:4]=2)[CH2:9][CH2:10]1)=[O:16], predict the reactants needed to synthesize it. The reactants are: [Br:1][C:2]1[CH:7]=[CH:6][C:5]([N:8]2[CH2:13][CH2:12][CH:11]([C:14]([O:16]C)=O)[CH2:10][CH2:9]2)=[CH:4][CH:3]=1.CO.[CH3:20][NH2:21]. (4) The reactants are: [NH2:1][C:2]1[O:3][CH2:4][C@@:5]2([N:29]=1)[C@@H:18]1[C@H:13]([CH2:14][CH2:15][C:16](=[O:19])[CH2:17]1)[O:12][C:11]1[C:6]2=[CH:7][C:8](B2OC(C)(C)C(C)(C)O2)=[CH:9][CH:10]=1.Br[C:31]1[CH:32]=[C:33]([CH:36]=[C:37]([Cl:39])[CH:38]=1)[C:34]#[N:35]. Given the product [NH2:1][C:2]1[O:3][CH2:4][C@@:5]2([N:29]=1)[C@@H:18]1[C@H:13]([CH2:14][CH2:15][C:16](=[O:19])[CH2:17]1)[O:12][C:11]1[C:6]2=[CH:7][C:8]([C:31]2[CH:32]=[C:33]([CH:36]=[C:37]([Cl:39])[CH:38]=2)[C:34]#[N:35])=[CH:9][CH:10]=1, predict the reactants needed to synthesize it. (5) Given the product [Cl:1][C:2]1[CH:3]=[CH:4][C:5]([C:8]2([CH3:22])[CH:12]([C:13]3[CH:18]=[CH:17][C:16]([Cl:19])=[CH:15][CH:14]=3)[NH:11][S:10](=[O:21])(=[O:20])[NH:9]2)=[CH:6][CH:7]=1, predict the reactants needed to synthesize it. The reactants are: [Cl:1][C:2]1[CH:7]=[CH:6][C:5]([C:8]2([CH3:22])[C:12]([C:13]3[CH:18]=[CH:17][C:16]([Cl:19])=[CH:15][CH:14]=3)=[N:11][S:10](=[O:21])(=[O:20])[NH:9]2)=[CH:4][CH:3]=1.[BH4-].[Na+]. (6) Given the product [Cl:22][C:19]1[CH:20]=[CH:21][C:16]([C:11]2([O:14][CH3:15])[CH2:12][CH2:13][NH:8][CH2:9][C:10]2([CH3:23])[OH:24])=[CH:17][CH:18]=1, predict the reactants needed to synthesize it. The reactants are: C(OC([N:8]1[CH2:13][CH2:12][C:11]([C:16]2[CH:21]=[CH:20][C:19]([Cl:22])=[CH:18][CH:17]=2)([O:14][CH3:15])[C:10]([OH:24])([CH3:23])[CH2:9]1)=O)(C)(C)C.FC(F)(F)C(O)=O. (7) Given the product [CH3:1][C@H:2]1[N:7]([C:8]([O:10][CH2:11][C:12]2[CH:17]=[CH:16][CH:15]=[CH:14][CH:13]=2)=[O:9])[CH2:6][C@@H:5]([C:18]([OH:20])=[O:19])[CH2:4][CH2:3]1, predict the reactants needed to synthesize it. The reactants are: [CH3:1][C@H:2]1[N:7]([C:8]([O:10][CH2:11][C:12]2[CH:17]=[CH:16][CH:15]=[CH:14][CH:13]=2)=[O:9])[CH2:6][C@@H:5]([C:18]([O:20]C)=[O:19])[CH2:4][CH2:3]1.O[Li].O.Cl.